This data is from Full USPTO retrosynthesis dataset with 1.9M reactions from patents (1976-2016). The task is: Predict the reactants needed to synthesize the given product. (1) Given the product [Cl:31][C:27]1[CH:28]=[CH:29][CH:30]=[C:25]([Cl:24])[C:26]=1[C:32]1[C:36]([CH2:37][O:1][C:2]2[CH:3]=[C:4]3[C:8](=[CH:9][CH:10]=2)[N:7]([S:11]([C:14]2[CH:15]=[C:16]([CH:21]=[CH:22][CH:23]=2)[C:17]([O:19][CH3:20])=[O:18])(=[O:13])=[O:12])[CH:6]=[CH:5]3)=[C:35]([CH:39]([CH3:41])[CH3:40])[O:34][N:33]=1, predict the reactants needed to synthesize it. The reactants are: [OH:1][C:2]1[CH:3]=[C:4]2[C:8](=[CH:9][CH:10]=1)[N:7]([S:11]([C:14]1[CH:15]=[C:16]([CH:21]=[CH:22][CH:23]=1)[C:17]([O:19][CH3:20])=[O:18])(=[O:13])=[O:12])[CH:6]=[CH:5]2.[Cl:24][C:25]1[CH:30]=[CH:29][CH:28]=[C:27]([Cl:31])[C:26]=1[C:32]1[C:36]([CH2:37]O)=[C:35]([CH:39]([CH3:41])[CH3:40])[O:34][N:33]=1.C1(P(C2C=CC=CC=2)C2C=CC=CC=2)C=CC=CC=1.N(C(OC(C)C)=O)=NC(OC(C)C)=O. (2) Given the product [ClH:27].[CH3:34][S:31]([CH2:30][CH2:29][NH:28][C:22]([C:19]1[CH:20]=[C:21]2[C:16](=[CH:17][CH:18]=1)[NH:15][C:14]([OH:26])=[C:13]2[C:10]1[CH:9]=[CH:8][C:7]([CH2:6][N:3]([CH2:1][CH3:2])[CH2:4][CH3:5])=[CH:12][N:11]=1)=[O:24])(=[O:33])=[O:32], predict the reactants needed to synthesize it. The reactants are: [CH2:1]([N:3]([CH2:6][C:7]1[CH:8]=[CH:9][C:10]([C:13]2[C:21]3[C:16](=[CH:17][CH:18]=[C:19]([C:22]([O:24]C)=O)[CH:20]=3)[NH:15][C:14]=2[OH:26])=[N:11][CH:12]=1)[CH2:4][CH3:5])[CH3:2].[ClH:27].[NH2:28][CH2:29][CH2:30][S:31]([CH3:34])(=[O:33])=[O:32].